Task: Predict which catalyst facilitates the given reaction.. Dataset: Catalyst prediction with 721,799 reactions and 888 catalyst types from USPTO (1) Reactant: [ClH:1].[OH:2]C(C1C=CC=CC=1)(C1C=CC=CC=1)C1CCN(CCCC(C2C=CC(C(C)(C)C(O)=O)=CC=2)O)CC1.[OH:39][C:40]([C:72]1[CH:77]=[CH:76][CH:75]=[CH:74][CH:73]=1)([C:66]1[CH:71]=[CH:70][CH:69]=[CH:68][CH:67]=1)[CH:41]1[CH2:46][CH2:45][N:44]([CH2:47][CH2:48][CH2:49][C:50]([C:52]2[CH:57]=[CH:56][C:55]([C:58]([CH3:65])([CH3:64])[C:59]([O:61]CC)=[O:60])=[CH:54][CH:53]=2)=[O:51])[CH2:43][CH2:42]1.[OH-].[Na+].[BH4-].[Na+].CC(C)=O.Cl. Product: [OH2:2].[ClH:1].[OH:39][C:40]([C:72]1[CH:73]=[CH:74][CH:75]=[CH:76][CH:77]=1)([C:66]1[CH:67]=[CH:68][CH:69]=[CH:70][CH:71]=1)[CH:41]1[CH2:46][CH2:45][N:44]([CH2:47][CH2:48][CH2:49][CH:50]([C:52]2[CH:57]=[CH:56][C:55]([C:58]([CH3:65])([CH3:64])[C:59]([OH:61])=[O:60])=[CH:54][CH:53]=2)[OH:51])[CH2:43][CH2:42]1. The catalyst class is: 72. (2) Reactant: [NH2:1][CH:2]([CH:17]1[CH2:22][CH2:21][CH2:20][CH2:19][CH2:18]1)[CH2:3][CH2:4][C:5]([N:7]([CH:11]1[CH2:16][CH2:15][CH2:14][CH2:13][CH2:12]1)[CH2:8][CH2:9][OH:10])=[O:6].[N+:23]([C:26]1[C:27]([CH:39]=O)=[CH:28][C:29]([O:32][C:33]2[CH:38]=[CH:37][CH:36]=[CH:35][CH:34]=2)=[N:30][CH:31]=1)([O-:25])=[O:24].[BH-](OC(C)=O)(OC(C)=O)OC(C)=O.[Na+].[OH-].[Na+]. Product: [CH:17]1([CH:2]([NH:1][CH2:39][C:27]2[C:26]([N+:23]([O-:25])=[O:24])=[CH:31][N:30]=[C:29]([O:32][C:33]3[CH:34]=[CH:35][CH:36]=[CH:37][CH:38]=3)[CH:28]=2)[CH2:3][CH2:4][C:5]([N:7]([CH:11]2[CH2:12][CH2:13][CH2:14][CH2:15][CH2:16]2)[CH2:8][CH2:9][OH:10])=[O:6])[CH2:18][CH2:19][CH2:20][CH2:21][CH2:22]1. The catalyst class is: 26. (3) Reactant: [CH3:1][O:2][C:3]1[CH:8]=[N:7][C:6]([C:9]2[CH:13]=[C:12]([C:14]([O:16]CC)=[O:15])[NH:11][N:10]=2)=[C:5]2[NH:19][CH:20]=[C:21]([C:22](=[O:42])[C:23](=[O:41])[N:24]3[CH2:29][CH2:28][N:27]([C:30]4[N:34]([C:35]5[CH:40]=[CH:39][CH:38]=[CH:37][CH:36]=5)[N:33]=[N:32][N:31]=4)[CH2:26][CH2:25]3)[C:4]=12.O[Li].O.Cl. Product: [CH3:1][O:2][C:3]1[CH:8]=[N:7][C:6]([C:9]2[CH:13]=[C:12]([C:14]([OH:16])=[O:15])[NH:11][N:10]=2)=[C:5]2[NH:19][CH:20]=[C:21]([C:22](=[O:42])[C:23](=[O:41])[N:24]3[CH2:25][CH2:26][N:27]([C:30]4[N:34]([C:35]5[CH:40]=[CH:39][CH:38]=[CH:37][CH:36]=5)[N:33]=[N:32][N:31]=4)[CH2:28][CH2:29]3)[C:4]=12. The catalyst class is: 18. (4) Reactant: Br[C:2]1[CH:3]=[C:4]([C:8]2[N:12]=[C:11]([C:13]3[CH:18]=[CH:17][CH:16]=[CH:15][N:14]=3)[O:10][N:9]=2)[CH:5]=[N:6][CH:7]=1.B1([C:25]2[CH:30]=[CH:29][CH:28]=[N:27][CH:26]=2)OCCCO1.COCCOC.C(=O)([O-])[O-].[Na+].[Na+]. Product: [N:14]1[CH:15]=[CH:16][CH:17]=[CH:18][C:13]=1[C:11]1[O:10][N:9]=[C:8]([C:4]2[CH:5]=[N:6][CH:7]=[C:2]([C:25]3[CH:26]=[N:27][CH:28]=[CH:29][CH:30]=3)[CH:3]=2)[N:12]=1. The catalyst class is: 668.